From a dataset of Catalyst prediction with 721,799 reactions and 888 catalyst types from USPTO. Predict which catalyst facilitates the given reaction. (1) Reactant: [Cl:1][C:2]1[CH:7]=[CH:6][CH:5]=[CH:4][C:3]=1[NH:8][CH:9]1[CH2:14][CH2:13][N:12]([C:15](=[O:39])[CH2:16][NH:17][C:18]([C:20]2[CH:24]=[C:23]([C:25]3[CH:30]=[CH:29][CH:28]=[C:27]([O:31]CC4C=CC=CC=4)[CH:26]=3)[NH:22][N:21]=2)=[O:19])[CH2:11][CH2:10]1.B(Br)(Br)Br. Product: [Cl:1][C:2]1[CH:7]=[CH:6][CH:5]=[CH:4][C:3]=1[NH:8][CH:9]1[CH2:14][CH2:13][N:12]([C:15](=[O:39])[CH2:16][NH:17][C:18]([C:20]2[CH:24]=[C:23]([C:25]3[CH:30]=[CH:29][CH:28]=[C:27]([OH:31])[CH:26]=3)[NH:22][N:21]=2)=[O:19])[CH2:11][CH2:10]1. The catalyst class is: 4. (2) Reactant: [C:1]([O:5][C:6]([N:8]1[CH2:13][CH2:12][CH:11]([NH:14][C:15]2[CH:20]=[CH:19][C:18]([O:21][C:22]([O:24][C:25]([CH3:28])([CH3:27])[CH3:26])=[O:23])=[CH:17][N:16]=2)[CH2:10][CH2:9]1)=[O:7])([CH3:4])([CH3:3])[CH3:2].[C:29]([O:33][C:34](O[C:34]([O:33][C:29]([CH3:32])([CH3:31])[CH3:30])=[O:35])=[O:35])([CH3:32])([CH3:31])[CH3:30].O. Product: [C:1]([O:5][C:6]([N:8]1[CH2:13][CH2:12][CH:11]([N:14]([C:34]([O:33][C:29]([CH3:32])([CH3:31])[CH3:30])=[O:35])[C:15]2[CH:20]=[CH:19][C:18]([O:21][C:22]([O:24][C:25]([CH3:28])([CH3:27])[CH3:26])=[O:23])=[CH:17][N:16]=2)[CH2:10][CH2:9]1)=[O:7])([CH3:4])([CH3:3])[CH3:2]. The catalyst class is: 840. (3) Reactant: [CH:1]([O:4][C:5]1[C:6]([N+:19]([O-:21])=[O:20])=[CH:7][C:8]([CH3:18])=[C:9]([C:11]2[CH2:16][CH2:15][C:14](=O)[CH2:13][CH:12]=2)[CH:10]=1)([CH3:3])[CH3:2].[CH3:22][NH:23][CH3:24].CC(O)=O.[BH-](OC(C)=O)(OC(C)=O)OC(C)=O.[Na+]. Product: [CH:1]([O:4][C:5]1[C:6]([N+:19]([O-:21])=[O:20])=[CH:7][C:8]([CH3:18])=[C:9]([C:11]2[CH2:16][CH2:15][CH:14]([N:23]([CH3:24])[CH3:22])[CH2:13][CH:12]=2)[CH:10]=1)([CH3:3])[CH3:2]. The catalyst class is: 61.